This data is from Reaction yield outcomes from USPTO patents with 853,638 reactions. The task is: Predict the reaction yield, written as a fraction of the theoretical maximum amount of product (1.0 means a 100% yield; for example, 0.34 means a 34% yield). (1) The reactants are Cl[C:2]1[CH2:7][CH2:6][CH2:5][CH2:4][C:3]=1[CH:8]=[CH:9][C:10]([O:12][CH2:13][CH3:14])=[O:11].[N-:15]=[N+]=[N-].[Na+]. The catalyst is CS(C)=O. The product is [NH:15]1[C:2]2[CH2:7][CH2:6][CH2:5][CH2:4][C:3]=2[CH:8]=[C:9]1[C:10]([O:12][CH2:13][CH3:14])=[O:11]. The yield is 0.933. (2) The yield is 0.480. No catalyst specified. The reactants are [C:1]([O:12][CH3:13])(=[O:11])[C:2]1[CH:10]=[CH:9][CH:8]=[C:4]([C:5](O)=O)[CH:3]=1.[NH2:14][C:15]1[CH:20]=[C:19]([F:21])[CH:18]=[CH:17][C:16]=1[OH:22].CS(O)(=O)=O.O=P12OP3(OP(OP(O3)(O1)=O)(=O)O2)=O.C([O-])(O)=O.[Na+]. The product is [CH3:13][O:12][C:1](=[O:11])[C:2]1[CH:10]=[CH:9][CH:8]=[C:4]([C:5]2[O:22][C:16]3[CH:17]=[CH:18][C:19]([F:21])=[CH:20][C:15]=3[N:14]=2)[CH:3]=1. (3) The reactants are [N:1]1([CH2:7][CH2:8][O:9][C:10]2[C:18]3[N:17]=[C:16]([C:19]([F:22])([F:21])[F:20])[NH:15][C:14]=3[CH:13]=[CH:12][CH:11]=2)[CH2:6][CH2:5][NH:4][CH2:3][CH2:2]1.C(N(C(C)C)CC)(C)C.[N:32]([C:35]1[CH:40]=[CH:39][CH:38]=[C:37](F)[C:36]=1[N+:42]([O-:44])=[O:43])=[N+:33]=[N-:34]. The catalyst is CS(C)=O.C(OCC)(=O)C. The product is [N:32]([C:35]1[C:36]([N+:42]([O-:44])=[O:43])=[C:37]([N:4]2[CH2:5][CH2:6][N:1]([CH2:7][CH2:8][O:9][C:10]3[C:18]4[N:17]=[C:16]([C:19]([F:20])([F:22])[F:21])[NH:15][C:14]=4[CH:13]=[CH:12][CH:11]=3)[CH2:2][CH2:3]2)[CH:38]=[CH:39][CH:40]=1)=[N+:33]=[N-:34]. The yield is 0.360. (4) The yield is 0.205. The reactants are [Br:1][C:2]1[CH:3]=[C:4]([C:14]([O:16][CH3:17])=[O:15])[C:5]2[CH:6]=[CH:7][N:8]([CH:11]([CH3:13])[CH3:12])[C:9]=2[CH:10]=1.[B-](F)(F)(F)[F:19].[B-](F)(F)(F)F.C1[N+]2(CCl)CC[N+](F)(CC2)C1.[N+](CC)([O-])=O. No catalyst specified. The product is [Br:1][C:2]1[CH:3]=[C:4]([C:14]([O:16][CH3:17])=[O:15])[C:5]2[C:6]([F:19])=[CH:7][N:8]([CH:11]([CH3:13])[CH3:12])[C:9]=2[CH:10]=1. (5) The product is [N:21]1([C:2]2[C:3]3[N:11]=[C:10]([C:12]4[CH:17]=[CH:16][C:15]([O:18][CH3:19])=[C:14]([CH3:20])[CH:13]=4)[CH:9]=[CH:8][C:4]=3[N:5]=[CH:6][N:7]=2)[CH2:26][CH2:25][NH:24][CH2:23][CH2:22]1. The reactants are Cl[C:2]1[C:3]2[N:11]=[C:10]([C:12]3[CH:17]=[CH:16][C:15]([O:18][CH3:19])=[C:14]([CH3:20])[CH:13]=3)[CH:9]=[CH:8][C:4]=2[N:5]=[CH:6][N:7]=1.[NH:21]1[CH2:26][CH2:25][NH:24][CH2:23][CH2:22]1. The yield is 0.780. The catalyst is C(O)(C)C. (6) The reactants are [NH2:1][C:2]1[C:11]2[C:6](=[C:7](Br)[CH:8]=[CH:9][CH:10]=2)[N:5]=[N:4][C:3]=1[C:13]([NH:15][CH3:16])=[O:14].[CH3:17][O:18][C:19]1[CH:24]=[CH:23][C:22]([O:25][CH3:26])=[CH:21][C:20]=1B(O)O.C(=O)([O-])[O-].[K+].[K+]. The catalyst is O1CCCC1.C(O)C.O. The product is [NH2:1][C:2]1[C:11]2[C:6](=[C:7]([C:23]3[CH:24]=[C:19]([O:18][CH3:17])[CH:20]=[CH:21][C:22]=3[O:25][CH3:26])[CH:8]=[CH:9][CH:10]=2)[N:5]=[N:4][C:3]=1[C:13]([NH:15][CH3:16])=[O:14]. The yield is 0.590. (7) The reactants are Br[C:2]1[CH:3]=[C:4]([O:10][CH:11]([F:13])[F:12])[C:5](=[O:9])[N:6]([CH3:8])[CH:7]=1.[F:14][C:15]1[CH:42]=[C:41]([F:43])[CH:40]=[CH:39][C:16]=1[O:17][C:18]1[CH:23]=[CH:22][C:21]([NH:24][S:25]([CH2:28][CH3:29])(=[O:27])=[O:26])=[CH:20][C:19]=1B1OC(C)(C)C(C)(C)O1.[O-]P([O-])([O-])=O.[K+].[K+].[K+]. The catalyst is O1CCOCC1.O.C1C=CC(P(C2C=CC=CC=2)[C-]2C=CC=C2)=CC=1.C1C=CC(P(C2C=CC=CC=2)[C-]2C=CC=C2)=CC=1.Cl[Pd]Cl.[Fe+2]. The product is [F:12][CH:11]([F:13])[O:10][C:4]1[C:5](=[O:9])[N:6]([CH3:8])[CH:7]=[C:2]([C:23]2[CH:22]=[C:21]([NH:24][S:25]([CH2:28][CH3:29])(=[O:26])=[O:27])[CH:20]=[CH:19][C:18]=2[O:17][C:16]2[CH:39]=[CH:40][C:41]([F:43])=[CH:42][C:15]=2[F:14])[CH:3]=1. The yield is 0.130.